Dataset: Reaction yield outcomes from USPTO patents with 853,638 reactions. Task: Predict the reaction yield, written as a fraction of the theoretical maximum amount of product (1.0 means a 100% yield; for example, 0.34 means a 34% yield). (1) The reactants are P([O-])([O-])([O-])=O.[K+].[K+].[K+].[Br:9][C:10]1[N:14]=[CH:13][NH:12][N:11]=1.N#N.CN[C@H]1[C@H](NC)CCCC1.I[C:28]1[CH:33]=[CH:32][C:31]([O:34][C:35]([F:38])([F:37])[F:36])=[CH:30][CH:29]=1. The catalyst is CCOC(C)=O.[Cu]I.CN(C=O)C. The product is [Br:9][C:10]1[N:14]=[CH:13][N:12]([C:28]2[CH:29]=[CH:30][C:31]([O:34][C:35]([F:36])([F:37])[F:38])=[CH:32][CH:33]=2)[N:11]=1. The yield is 0.340. (2) The reactants are Br[C:2]1[CH:3]=[N:4][C:5]([CH3:8])=[N:6][CH:7]=1.[C:9]([O:13][CH3:14])(=[O:12])[CH:10]=[CH2:11].C1(P(C2C=CC=CC=2)C2C=CC=CC=2)C=CC=CC=1.C(N(CC)CC)C. The catalyst is C([O-])(=O)C.[Pd+2].C([O-])(=O)C.O. The product is [CH3:14][O:13][C:9](=[O:12])[CH:10]=[CH:11][C:2]1[CH:3]=[N:4][C:5]([CH3:8])=[N:6][CH:7]=1. The yield is 0.168. (3) The reactants are O1[C:5]2([CH2:10][CH2:9][CH:8]([N:11]3[C:16](=[O:17])[C:15]([CH2:18][C:19]4[CH:24]=[CH:23][C:22]([C:25]5[CH:30]=[CH:29][CH:28]=[CH:27][C:26]=5[C:31]5[NH:35][C:34](=[O:36])[O:33][N:32]=5)=[CH:21][CH:20]=4)=[C:14]([CH2:37][CH2:38][CH3:39])[N:13]4[N:40]=[C:41]([CH3:43])[N:42]=[C:12]34)[CH2:7][CH2:6]2)[O:4]CC1.Cl. The catalyst is O1CCCC1. The product is [CH3:43][C:41]1[N:42]=[C:12]2[N:11]([CH:8]3[CH2:9][CH2:10][C:5](=[O:4])[CH2:6][CH2:7]3)[C:16](=[O:17])[C:15]([CH2:18][C:19]3[CH:20]=[CH:21][C:22]([C:25]4[CH:30]=[CH:29][CH:28]=[CH:27][C:26]=4[C:31]4[NH:35][C:34](=[O:36])[O:33][N:32]=4)=[CH:23][CH:24]=3)=[C:14]([CH2:37][CH2:38][CH3:39])[N:13]2[N:40]=1. The yield is 0.440. (4) The reactants are [N:1]1([C:7]([O:9][CH2:10][C:11]2[CH:16]=[CH:15][CH:14]=[CH:13][CH:12]=2)=[O:8])[CH2:6][CH2:5][CH:4]=[CH:3][CH2:2]1.ClC1C=C(C=CC=1)C(OO)=[O:22]. The catalyst is C(Cl)Cl.CCOCC. The product is [CH:3]12[O:22][CH:4]1[CH2:5][CH2:6][N:1]([C:7]([O:9][CH2:10][C:11]1[CH:12]=[CH:13][CH:14]=[CH:15][CH:16]=1)=[O:8])[CH2:2]2. The yield is 0.740. (5) The reactants are [CH2:1]([CH:3]([CH2:20][CH3:21])[CH:4]([NH2:19])[C:5]1[N:9]([CH2:10][C:11]2[CH:16]=[CH:15][C:14]([O:17][CH3:18])=[CH:13][CH:12]=2)[N:8]=[CH:7][CH:6]=1)[CH3:2].C(N(CC)CC)C.[Cl:29][C:30]1[S:34][C:33]([S:35](Cl)(=[O:37])=[O:36])=[CH:32][CH:31]=1. The catalyst is C(Cl)Cl.CCOC(C)=O. The product is [Cl:29][C:30]1[S:34][C:33]([S:35]([NH:19][CH:4]([C:5]2[N:9]([CH2:10][C:11]3[CH:12]=[CH:13][C:14]([O:17][CH3:18])=[CH:15][CH:16]=3)[N:8]=[CH:7][CH:6]=2)[CH:3]([CH2:1][CH3:2])[CH2:20][CH3:21])(=[O:37])=[O:36])=[CH:32][CH:31]=1. The yield is 0.510. (6) The reactants are [Si:1]([O:8][C@H:9]1[CH2:13][C@H:12]([O:14][C:15]2[CH:20]=[CH:19][N:18]=[C:17]([NH:21][C@@H:22]3[C:30]4[C:25](=[CH:26][C:27]([Cl:31])=[CH:28][CH:29]=4)[C:24]([CH3:33])([CH3:32])[CH2:23]3)[CH:16]=2)[CH2:11][C@H:10]1[CH2:34][OH:35])([C:4]([CH3:7])([CH3:6])[CH3:5])([CH3:3])[CH3:2].Cl[S:37]([NH2:40])(=[O:39])=[O:38].CCOC(C)=O.CCN(CC)CC. The catalyst is CC(N(C)C)=O.C(#N)C. The product is [S:37](=[O:39])(=[O:38])([O:35][CH2:34][C@@H:10]1[CH2:11][C@@H:12]([O:14][C:15]2[CH:20]=[CH:19][N:18]=[C:17]([NH:21][C@@H:22]3[C:30]4[C:25](=[CH:26][C:27]([Cl:31])=[CH:28][CH:29]=4)[C:24]([CH3:33])([CH3:32])[CH2:23]3)[CH:16]=2)[CH2:13][C@@H:9]1[O:8][Si:1]([C:4]([CH3:7])([CH3:6])[CH3:5])([CH3:3])[CH3:2])[NH2:40]. The yield is 0.890.